From a dataset of Peptide-MHC class I binding affinity with 185,985 pairs from IEDB/IMGT. Regression. Given a peptide amino acid sequence and an MHC pseudo amino acid sequence, predict their binding affinity value. This is MHC class I binding data. (1) The peptide sequence is LQNSVVLQF. The MHC is HLA-B15:01 with pseudo-sequence HLA-B15:01. The binding affinity (normalized) is 0.961. (2) The peptide sequence is TSTPQEQIGW. The MHC is HLA-A30:02 with pseudo-sequence HLA-A30:02. The binding affinity (normalized) is 0. (3) The peptide sequence is KLKLKGTTY. The MHC is HLA-A31:01 with pseudo-sequence HLA-A31:01. The binding affinity (normalized) is 0.291. (4) The peptide sequence is HLAGFIHAC. The MHC is HLA-A31:01 with pseudo-sequence HLA-A31:01. The binding affinity (normalized) is 0.117. (5) The peptide sequence is SPVSRSHSF. The MHC is HLA-A03:01 with pseudo-sequence HLA-A03:01. The binding affinity (normalized) is 0.0847. (6) The peptide sequence is ISPRTLNAW. The MHC is HLA-B15:03 with pseudo-sequence HLA-B15:03. The binding affinity (normalized) is 0.135. (7) The peptide sequence is SSLRYGNVL. The MHC is HLA-B27:05 with pseudo-sequence HLA-B27:05. The binding affinity (normalized) is 0.0847.